From a dataset of Catalyst prediction with 721,799 reactions and 888 catalyst types from USPTO. Predict which catalyst facilitates the given reaction. (1) Reactant: [H-].[Na+].[C:3]([O:6][C:7]1[CH:8]=[C:9]2[C:13](=[CH:14][CH:15]=1)[NH:12][C:11]([C:16]([O:18][CH2:19][CH3:20])=[O:17])=[CH:10]2)(=[O:5])[CH3:4].[F:21][C:22]([F:33])([F:32])[C:23]1[CH:24]=[C:25]([CH:28]=[CH:29][C:30]=1[Cl:31])[CH2:26]Br. Product: [C:3]([O:6][C:7]1[CH:8]=[C:9]2[C:13](=[CH:14][CH:15]=1)[N:12]([CH2:26][C:25]1[CH:28]=[CH:29][C:30]([Cl:31])=[C:23]([C:22]([F:33])([F:21])[F:32])[CH:24]=1)[C:11]([C:16]([O:18][CH2:19][CH3:20])=[O:17])=[CH:10]2)(=[O:5])[CH3:4]. The catalyst class is: 3. (2) Reactant: [CH3:1][O:2][C:3]1[CH:12]=[CH:11][C:10]2[C:5](=[C:6]([CH:13]=[CH2:14])[CH:7]=[CH:8][N:9]=2)[N:4]=1.Cl.[CH3:16][NH2:17].CC(O)=O. Product: [CH3:1][O:2][C:3]1[N:4]=[C:5]2[C:10](=[CH:11][CH:12]=1)[N:9]=[CH:8][CH:7]=[C:6]2[CH2:13][CH2:14][NH:17][CH3:16]. The catalyst class is: 5. (3) Reactant: [Cl:1][C:2]1[CH:54]=[CH:53][C:5]([O:6][C:7]2[CH:12]=[CH:11][C:10]([N:13]3[C@@H:17]([C:18]4[CH:23]=[CH:22][CH:21]=[C:20]([C:24]([F:27])([F:26])[F:25])[CH:19]=4)[CH2:16][N:15]([CH2:28][CH2:29][S:30]([N:33](CC4C=CC(OC)=CC=4)CC4C=CC(OC)=CC=4)(=[O:32])=[O:31])[C:14]3=[O:52])=[CH:9][CH:8]=2)=[CH:4][CH:3]=1. Product: [Cl:1][C:2]1[CH:3]=[CH:4][C:5]([O:6][C:7]2[CH:8]=[CH:9][C:10]([N:13]3[C@@H:17]([C:18]4[CH:23]=[CH:22][CH:21]=[C:20]([C:24]([F:27])([F:25])[F:26])[CH:19]=4)[CH2:16][N:15]([CH2:28][CH2:29][S:30]([NH2:33])(=[O:32])=[O:31])[C:14]3=[O:52])=[CH:11][CH:12]=2)=[CH:53][CH:54]=1. The catalyst class is: 67. (4) Reactant: [C:1]([O:5][C:6](=[O:23])[CH2:7][N:8]1[C:12]2[CH:13]=[CH:14][CH:15]=[C:16]([N+:17]([O-])=O)[C:11]=2[N:10]=[C:9]1[CH2:20][CH2:21][CH3:22])([CH3:4])([CH3:3])[CH3:2]. Product: [C:1]([O:5][C:6](=[O:23])[CH2:7][N:8]1[C:12]2[CH:13]=[CH:14][CH:15]=[C:16]([NH2:17])[C:11]=2[N:10]=[C:9]1[CH2:20][CH2:21][CH3:22])([CH3:4])([CH3:3])[CH3:2]. The catalyst class is: 45. (5) Reactant: [OH:1][CH2:2][CH2:3][C:4]1[N:5]([CH2:18][CH2:19][CH3:20])[C:6](=[O:17])[N:7]([CH2:9][C:10]2[CH:15]=[CH:14][C:13]([CH3:16])=[CH:12][CH:11]=2)[CH:8]=1.N1C=CC=CC=1.[C:27]1([CH3:47])[CH:32]=[CH:31][C:30]([S:33](O[S:33]([C:30]2[CH:31]=[CH:32][C:27]([CH3:47])=[CH:28][CH:29]=2)(=[O:35])=[O:34])(=[O:35])=[O:34])=[CH:29][CH:28]=1.N#N. Product: [CH3:16][C:13]1[CH:14]=[CH:15][C:10]([CH2:9][N:7]2[CH:8]=[C:4]([CH2:3][CH2:2][O:1][S:33]([C:30]3[CH:31]=[CH:32][C:27]([CH3:47])=[CH:28][CH:29]=3)(=[O:35])=[O:34])[N:5]([CH2:18][CH2:19][CH3:20])[C:6]2=[O:17])=[CH:11][CH:12]=1. The catalyst class is: 2. (6) Reactant: [C:1]1([C:7]2[CH:12]=[CH:11][N:10]=[C:9]([N:13]3[CH:20]4[CH:15]([CH2:16][CH2:17][NH:18][CH2:19]4)[CH2:14]3)[N:8]=2)[CH:6]=[CH:5][CH:4]=[CH:3][CH:2]=1.[CH3:21][C:22]1[CH:27]=[CH:26][C:25]([CH3:28])=[CH:24][C:23]=1[S:29](Cl)(=[O:31])=[O:30].CCN(CC)CC. Product: [CH3:21][C:22]1[CH:27]=[CH:26][C:25]([CH3:28])=[CH:24][C:23]=1[S:29]([N:18]1[CH2:17][CH2:16][CH:15]2[CH:20]([N:13]([C:9]3[N:8]=[C:7]([C:1]4[CH:2]=[CH:3][CH:4]=[CH:5][CH:6]=4)[CH:12]=[CH:11][N:10]=3)[CH2:14]2)[CH2:19]1)(=[O:30])=[O:31]. The catalyst class is: 2.